Dataset: Full USPTO retrosynthesis dataset with 1.9M reactions from patents (1976-2016). Task: Predict the reactants needed to synthesize the given product. (1) Given the product [Br-:20].[Cl:43][C:24]1[CH:23]=[C:22]([CH:42]=[CH:41][C:25]=1[O:26][C:27]1[CH:34]=[CH:33][CH:32]=[C:31]([C:35]2[CH:40]=[CH:39][N:38]=[CH:37][N:36]=2)[C:28]=1[C:29]#[N:30])[CH2:21][P+:7]([C:1]1[CH:2]=[CH:3][CH:4]=[CH:5][CH:6]=1)([C:8]1[CH:13]=[CH:12][CH:11]=[CH:10][CH:9]=1)[C:14]1[CH:15]=[CH:16][CH:17]=[CH:18][CH:19]=1, predict the reactants needed to synthesize it. The reactants are: [C:1]1([P:7]([C:14]2[CH:19]=[CH:18][CH:17]=[CH:16][CH:15]=2)[C:8]2[CH:13]=[CH:12][CH:11]=[CH:10][CH:9]=2)[CH:6]=[CH:5][CH:4]=[CH:3][CH:2]=1.[Br:20][CH2:21][C:22]1[CH:42]=[CH:41][C:25]([O:26][C:27]2[CH:34]=[CH:33][CH:32]=[C:31]([C:35]3[CH:40]=[CH:39][N:38]=[CH:37][N:36]=3)[C:28]=2[C:29]#[N:30])=[C:24]([Cl:43])[CH:23]=1. (2) Given the product [Br:40][CH2:1][C:2]1[C:3]([C:17]([O:19][CH2:20][CH3:21])=[O:18])=[N:4][N:5]([C:7]2[CH:8]=[CH:9][C:10]([C:13]([F:16])([F:15])[F:14])=[CH:11][CH:12]=2)[CH:6]=1, predict the reactants needed to synthesize it. The reactants are: [CH3:1][C:2]1[C:3]([C:17]([O:19][CH2:20][CH3:21])=[O:18])=[N:4][N:5]([C:7]2[CH:12]=[CH:11][C:10]([C:13]([F:16])([F:15])[F:14])=[CH:9][CH:8]=2)[CH:6]=1.C1(C(OOC(=O)C2C=CC=CC=2)=O)C=CC=CC=1.[Br:40]N1C(=O)CCC1=O.